Dataset: Catalyst prediction with 721,799 reactions and 888 catalyst types from USPTO. Task: Predict which catalyst facilitates the given reaction. Reactant: C([O-])(C)(C)C.[K+].ClC1C=CC(O[CH2:13][C:14]#[N:15])=CC=1.[N+:18]([C:21]1[CH:30]=[CH:29][C:28]2[C:23](=[CH:24][CH:25]=[CH:26][CH:27]=2)[CH:22]=1)([O-:20])=[O:19].Cl. Product: [N+:18]([C:21]1[CH:30]=[CH:29][C:28]2[C:23](=[CH:24][CH:25]=[CH:26][CH:27]=2)[C:22]=1[CH2:13][C:14]#[N:15])([O-:20])=[O:19]. The catalyst class is: 35.